From a dataset of Catalyst prediction with 721,799 reactions and 888 catalyst types from USPTO. Predict which catalyst facilitates the given reaction. (1) Reactant: [Cl:1][C:2]1[CH:7]=[CH:6][C:5]([C:8]2[CH:41]=[CH:40][C:39]([N+:42]([O-])=O)=[CH:38][C:9]=2[CH2:10][O:11][C:12]2[CH:17]=[CH:16][C:15]([C:18]3[N:22]([CH:23]4[CH2:28][CH2:27][CH2:26][CH2:25][CH2:24]4)[C:21]4[CH:29]=[CH:30][C:31]([C:33]([O:35][CH3:36])=[O:34])=[CH:32][C:20]=4[N:19]=3)=[C:14]([F:37])[CH:13]=2)=[CH:4][CH:3]=1.O.O.[Sn](Cl)Cl. Product: [NH2:42][C:39]1[CH:40]=[CH:41][C:8]([C:5]2[CH:6]=[CH:7][C:2]([Cl:1])=[CH:3][CH:4]=2)=[C:9]([CH:38]=1)[CH2:10][O:11][C:12]1[CH:17]=[CH:16][C:15]([C:18]2[N:22]([CH:23]3[CH2:28][CH2:27][CH2:26][CH2:25][CH2:24]3)[C:21]3[CH:29]=[CH:30][C:31]([C:33]([O:35][CH3:36])=[O:34])=[CH:32][C:20]=3[N:19]=2)=[C:14]([F:37])[CH:13]=1. The catalyst class is: 8. (2) Reactant: [CH3:1][N:2]1[C:6]([CH:7]2[O:13][CH2:12][CH2:11][C:10](=[O:14])[CH2:9][CH2:8]2)=[C:5]([N+:15]([O-:17])=[O:16])[CH:4]=[N:3]1.[BH4-].[Na+]. Product: [CH3:1][N:2]1[C:6]([CH:7]2[O:13][CH2:12][CH2:11][CH:10]([OH:14])[CH2:9][CH2:8]2)=[C:5]([N+:15]([O-:17])=[O:16])[CH:4]=[N:3]1. The catalyst class is: 5. (3) Reactant: [C:1]1([C:14](OC)=[O:15])[N:2]=[CH:3][N:4]2[C:13]=1[CH2:12][C:11]1[CH:10]=[CH:9][CH:8]=[CH:7][C:6]=1[CH2:5]2.[H-].C([Al+]CC(C)C)C(C)C.C(O)(=O)CC(CC(O)=O)(C(O)=O)O. Product: [C:1]1([CH:14]=[O:15])[N:2]=[CH:3][N:4]2[C:13]=1[CH2:12][C:11]1[CH:10]=[CH:9][CH:8]=[CH:7][C:6]=1[CH2:5]2. The catalyst class is: 7. (4) Reactant: [I:1]N1C(=O)CCC1=O.[Br:9][C:10]1[C:11]([CH3:19])=[C:12]([CH:16]=[CH:17][CH:18]=1)[C:13]([OH:15])=[O:14]. Product: [Br:9][C:10]1[C:11]([CH3:19])=[C:12]([CH:16]=[C:17]([I:1])[CH:18]=1)[C:13]([OH:15])=[O:14]. The catalyst class is: 65. (5) Reactant: [Cl:1][C:2]1[CH:7]=[CH:6][C:5]([C:8]2[N:9]=[C:10]([CH2:24][O:25][CH2:26][CH2:27][O:28][CH3:29])[C:11]([C:21]([OH:23])=[O:22])=[N:12][C:13]=2[C:14]2[CH:19]=[CH:18][C:17]([Cl:20])=[CH:16][CH:15]=2)=[CH:4][CH:3]=1.CO.[CH3:32][Si](C=[N+]=[N-])(C)C. Product: [Cl:1][C:2]1[CH:3]=[CH:4][C:5]([C:8]2[N:9]=[C:10]([CH2:24][O:25][CH2:26][CH2:27][O:28][CH3:29])[C:11]([C:21]([O:23][CH3:32])=[O:22])=[N:12][C:13]=2[C:14]2[CH:15]=[CH:16][C:17]([Cl:20])=[CH:18][CH:19]=2)=[CH:6][CH:7]=1. The catalyst class is: 4. (6) Reactant: [CH3:1][Si:2]([CH3:10])([CH3:9])[O:3][C:4]([CH3:8])([C:6]#[CH:7])[CH3:5].[Li]CCCC.[C:16]([C:18]1[CH:19]=[C:20]([CH:27]=[CH:28][C:29]=1[O:30][CH3:31])[C:21](N(OC)C)=[O:22])#[N:17]. Product: [CH3:31][O:30][C:29]1[CH:28]=[CH:27][C:20]([C:21](=[O:22])[C:7]#[C:6][C:4]([CH3:8])([O:3][Si:2]([CH3:10])([CH3:9])[CH3:1])[CH3:5])=[CH:19][C:18]=1[C:16]#[N:17]. The catalyst class is: 1. (7) Reactant: [C:1](=[S:7])([NH2:6])[CH2:2][CH:3]([CH3:5])[CH3:4].[CH:8]([CH:10](Cl)[C:11](OCC)=O)=[O:9].O.C(=O)(O)[O-].[Na+]. Product: [OH:9][CH2:8][C:10]1[S:7][C:1]([CH2:2][CH:3]([CH3:5])[CH3:4])=[N:6][CH:11]=1. The catalyst class is: 3. (8) Reactant: [CH3:1][S:2][C:3]1[N:12]=[C:11]2[C:6]([CH:7]=[C:8]([C:17]([O:19]CC)=[O:18])[C:9]([C:13]([F:16])([F:15])[F:14])=[N:10]2)=[CH:5][CH:4]=1.O.[OH-].[Na+].Cl. Product: [CH3:1][S:2][C:3]1[N:12]=[C:11]2[C:6]([CH:7]=[C:8]([C:17]([OH:19])=[O:18])[C:9]([C:13]([F:16])([F:14])[F:15])=[N:10]2)=[CH:5][CH:4]=1. The catalyst class is: 8. (9) Reactant: [C:1]([C:3](=[CH:7][C:8]1[CH:13]=[CH:12][C:11]([O:14][CH2:15][CH3:16])=[CH:10][CH:9]=1)[C:4]([NH2:6])=[S:5])#[N:2].[C:17]([O:23][CH2:24][CH3:25])(=[O:22])[CH2:18][C:19]([CH3:21])=O.N1CCCCC1. Product: [CH2:24]([O:23][C:17]([C:18]1[C:7]([C:8]2[CH:9]=[CH:10][C:11]([O:14][CH2:15][CH3:16])=[CH:12][CH:13]=2)=[C:3]([C:1]#[N:2])[C:4](=[S:5])[NH:6][C:19]=1[CH3:21])=[O:22])[CH3:25]. The catalyst class is: 8.